From a dataset of NCI-60 drug combinations with 297,098 pairs across 59 cell lines. Regression. Given two drug SMILES strings and cell line genomic features, predict the synergy score measuring deviation from expected non-interaction effect. (1) Drug 2: CC(C1=C(C=CC(=C1Cl)F)Cl)OC2=C(N=CC(=C2)C3=CN(N=C3)C4CCNCC4)N. Synergy scores: CSS=4.28, Synergy_ZIP=-2.15, Synergy_Bliss=0.00488, Synergy_Loewe=-0.0417, Synergy_HSA=0.150. Drug 1: CS(=O)(=O)C1=CC(=C(C=C1)C(=O)NC2=CC(=C(C=C2)Cl)C3=CC=CC=N3)Cl. Cell line: SF-539. (2) Drug 1: CN(CCCl)CCCl.Cl. Drug 2: C1CNP(=O)(OC1)N(CCCl)CCCl. Cell line: SW-620. Synergy scores: CSS=22.5, Synergy_ZIP=-0.852, Synergy_Bliss=8.31, Synergy_Loewe=-18.8, Synergy_HSA=6.55. (3) Synergy scores: CSS=26.9, Synergy_ZIP=-0.471, Synergy_Bliss=-4.37, Synergy_Loewe=-27.4, Synergy_HSA=-3.24. Drug 1: CC1=C2C(C(=O)C3(C(CC4C(C3C(C(C2(C)C)(CC1OC(=O)C(C(C5=CC=CC=C5)NC(=O)OC(C)(C)C)O)O)OC(=O)C6=CC=CC=C6)(CO4)OC(=O)C)OC)C)OC. Drug 2: CC(C)NC(=O)C1=CC=C(C=C1)CNNC.Cl. Cell line: ACHN. (4) Drug 1: CC1=C(C(CCC1)(C)C)C=CC(=CC=CC(=CC(=O)O)C)C. Drug 2: C1=CN(C=N1)CC(O)(P(=O)(O)O)P(=O)(O)O. Cell line: SNB-75. Synergy scores: CSS=-0.241, Synergy_ZIP=0.105, Synergy_Bliss=-0.721, Synergy_Loewe=-2.24, Synergy_HSA=-2.13.